Dataset: Reaction yield outcomes from USPTO patents with 853,638 reactions. Task: Predict the reaction yield, written as a fraction of the theoretical maximum amount of product (1.0 means a 100% yield; for example, 0.34 means a 34% yield). The reactants are [NH:1]1[CH2:5][CH2:4][C@@H:3]([NH:6][C:7]2[N:12]=[CH:11][CH:10]=[CH:9][N:8]=2)[CH2:2]1.[F:13][C:14]1[CH:22]=[CH:21][C:20]([CH:23]=[O:24])=[CH:19][C:15]=1[C:16](O)=[O:17].F[P-](F)(F)(F)(F)F.N1(OC(N(C)C)=[N+](C)C)C2C=CC=CC=2N=N1.C(N(CC)C(C)C)(C)C. No catalyst specified. The product is [F:13][C:14]1[CH:22]=[CH:21][C:20]([CH:23]=[O:24])=[CH:19][C:15]=1[C:16]([N:1]1[CH2:5][CH2:4][C@@H:3]([NH:6][C:7]2[N:8]=[CH:9][CH:10]=[CH:11][N:12]=2)[CH2:2]1)=[O:17]. The yield is 0.510.